Dataset: Catalyst prediction with 721,799 reactions and 888 catalyst types from USPTO. Task: Predict which catalyst facilitates the given reaction. (1) Reactant: [O:1]1[C:5]2[CH:6]=[CH:7][C:8]([S:10]([N:13]([CH2:48][CH:49]([CH3:51])[CH3:50])[CH2:14][C@@H:15]([OH:47])[C@@H:16]([NH:35][C:36](=[O:46])[O:37][C@@H:38]3[C@H:45]4[C@H:41]([O:42][CH2:43][CH2:44]4)[O:40][CH2:39]3)[CH2:17][C:18]3[CH:23]=[CH:22][C:21]([O:24][CH2:25][CH2:26][NH:27]C(OC(C)(C)C)=O)=[CH:20][CH:19]=3)(=[O:12])=[O:11])=[CH:9][C:4]=2[O:3][CH2:2]1.C(O)(C(F)(F)F)=O. Product: [NH2:27][CH2:26][CH2:25][O:24][C:21]1[CH:22]=[CH:23][C:18]([CH2:17][C@H:16]([NH:35][C:36](=[O:46])[O:37][C@@H:38]2[C@H:45]3[C@H:41]([O:42][CH2:43][CH2:44]3)[O:40][CH2:39]2)[C@H:15]([OH:47])[CH2:14][N:13]([S:10]([C:8]2[CH:7]=[CH:6][C:5]3[O:1][CH2:2][O:3][C:4]=3[CH:9]=2)(=[O:11])=[O:12])[CH2:48][CH:49]([CH3:51])[CH3:50])=[CH:19][CH:20]=1. The catalyst class is: 2. (2) Reactant: [CH3:1][O:2][C:3](=[O:23])[C:4]1[CH:9]=[C:8]([C:10]2[CH:15]=[CH:14][CH:13]=[CH:12][CH:11]=2)[C:7]([OH:16])=[C:6]([C:17]2[CH:22]=[CH:21][CH:20]=[CH:19][CH:18]=2)[CH:5]=1.Br[CH2:25][C:26]([O:28][C:29]([CH3:32])([CH3:31])[CH3:30])=[O:27].C([O-])([O-])=O.[K+].[K+]. Product: [C:29]([O:28][C:26](=[O:27])[CH2:25][O:16][C:7]1[C:6]([C:17]2[CH:22]=[CH:21][CH:20]=[CH:19][CH:18]=2)=[CH:5][C:4]([C:3]([O:2][CH3:1])=[O:23])=[CH:9][C:8]=1[C:10]1[CH:15]=[CH:14][CH:13]=[CH:12][CH:11]=1)([CH3:32])([CH3:31])[CH3:30]. The catalyst class is: 10. (3) Reactant: S(Cl)(Cl)=O.[Br:5][C:6]1[CH:7]=[C:8]([CH2:12][CH2:13][CH2:14][CH2:15][CH2:16][C:17]([OH:19])=O)[CH:9]=[CH:10][CH:11]=1.[Cl-].[Cl-].[Cl-].[Al+3]. Product: [Br:5][C:6]1[CH:11]=[CH:10][C:9]2[C:17](=[O:19])[CH2:16][CH2:15][CH2:14][CH2:13][CH2:12][C:8]=2[CH:7]=1. The catalyst class is: 534. (4) Reactant: [C:1]([O:5][C:6]([N:8]1[CH2:13][C@@H:12]([C:14](=[O:37])[NH:15][CH2:16][C:17]2([CH2:31][CH2:32][CH2:33][CH2:34][O:35][CH3:36])[C:30]3[CH:29]=[CH:28][CH:27]=[CH:26][C:25]=3[O:24][C:23]3[C:18]2=[CH:19][CH:20]=[CH:21][CH:22]=3)[CH2:11][C@@H:10]([C:38](O)=[O:39])[CH2:9]1)=[O:7])([CH3:4])([CH3:3])[CH3:2].Cl.[CH2:42]([NH:46][CH3:47])[CH:43]([CH3:45])[CH3:44]. Product: [C:1]([O:5][C:6]([N:8]1[CH2:13][C@@H:12]([C:14](=[O:37])[NH:15][CH2:16][C:17]2([CH2:31][CH2:32][CH2:33][CH2:34][O:35][CH3:36])[C:18]3[CH:19]=[CH:20][CH:21]=[CH:22][C:23]=3[O:24][C:25]3[C:30]2=[CH:29][CH:28]=[CH:27][CH:26]=3)[CH2:11][C@@H:10]([C:38](=[O:39])[N:46]([CH2:42][CH:43]([CH3:45])[CH3:44])[CH3:47])[CH2:9]1)=[O:7])([CH3:2])([CH3:4])[CH3:3]. The catalyst class is: 66.